Binary Classification. Given a drug SMILES string, predict its activity (active/inactive) in a high-throughput screening assay against a specified biological target. From a dataset of Cav3 T-type calcium channel HTS with 100,875 compounds. (1) The compound is O=C(NC1CCCCC1)Cn1c(=O)c2c(cc1)c(OC)ccc2. The result is 0 (inactive). (2) The drug is O(c1c(CNC(=O)c2c(=O)n3c(nc2)cccc3)cccc1)C. The result is 0 (inactive). (3) The molecule is S(=O)(=O)(NCCc1cc2c([nH]c1=O)cc(c(c2)C)C)CC. The result is 0 (inactive).